Dataset: Reaction yield outcomes from USPTO patents with 853,638 reactions. Task: Predict the reaction yield, written as a fraction of the theoretical maximum amount of product (1.0 means a 100% yield; for example, 0.34 means a 34% yield). (1) The reactants are [Cl:1][C:2]1[N:10]=[CH:9][CH:8]=[CH:7][C:3]=1[C:4]([OH:6])=[O:5].S(=O)(=O)(O)O.O.[C:17]([O-])(O)=O.[Na+]. The catalyst is CO. The product is [Cl:1][C:2]1[N:10]=[CH:9][CH:8]=[CH:7][C:3]=1[C:4]([O:6][CH3:17])=[O:5]. The yield is 0.400. (2) The reactants are Br[C:2]1[CH:7]=[C:6]([CH3:8])[C:5]([N+:9]([O-:11])=[O:10])=[CH:4][N:3]=1.C([O-])([O-])=O.[Na+].[Na+].[N:18]1[CH:23]=[CH:22][CH:21]=[C:20](B(O)O)[CH:19]=1. The catalyst is CN(C=O)C.C1C=CC(P(C2C=CC=CC=2)[C-]2C=CC=C2)=CC=1.C1C=CC(P(C2C=CC=CC=2)[C-]2C=CC=C2)=CC=1.Cl[Pd]Cl.[Fe+2]. The product is [CH3:8][C:6]1[C:5]([N+:9]([O-:11])=[O:10])=[CH:4][N:3]=[C:2]([C:20]2[CH:19]=[N:18][CH:23]=[CH:22][CH:21]=2)[CH:7]=1. The yield is 0.800.